This data is from Forward reaction prediction with 1.9M reactions from USPTO patents (1976-2016). The task is: Predict the product of the given reaction. Given the reactants [CH3:1][O:2][C:3](=[O:7])[CH2:4][CH:5]=[O:6].[N:8]([O-])=[O:9].[Na+], predict the reaction product. The product is: [CH3:1][O:2][C:3](=[O:7])[C:4](=[N:8][OH:9])[CH:5]=[O:6].